This data is from Human liver microsome stability data. The task is: Regression/Classification. Given a drug SMILES string, predict its absorption, distribution, metabolism, or excretion properties. Task type varies by dataset: regression for continuous measurements (e.g., permeability, clearance, half-life) or binary classification for categorical outcomes (e.g., BBB penetration, CYP inhibition). Dataset: hlm. The drug is CN(C)C1CCN(C(=O)c2ccc(NC(=O)Nc3ccc(-c4nc(N5CCOCC5)nc(N5CCOCC5)n4)cc3)cc2)CC1. The result is 0 (unstable in human liver microsomes).